This data is from Catalyst prediction with 721,799 reactions and 888 catalyst types from USPTO. The task is: Predict which catalyst facilitates the given reaction. (1) The catalyst class is: 1. Product: [F:22][C:14]1[CH:15]=[C:16]2[C:21]([N:20]=[CH:19][CH:18]=[CH:17]2)=[C:12]2[C:13]=1[C:4]1[C:3]([S:8](=[O:10])(=[O:9])[NH:11]2)=[CH:2][CH:7]=[CH:6][CH:5]=1. Reactant: N[C:2]1[CH:7]=[CH:6][CH:5]=[CH:4][C:3]=1[S:8]([NH:11][C:12]1[CH:13]=[C:14]([F:22])[CH:15]=[C:16]2[C:21]=1[N:20]=[CH:19][CH:18]=[CH:17]2)(=[O:10])=[O:9].N(OC(C)(C)C)=O.CC(O)=O. (2) Reactant: [C:1]([O:5][C:6](=[O:34])[NH:7][C:8]1[CH:9]=[N:10][C:11]2[CH2:12][CH:13]([C:25]([CH3:33])([CH3:32])[O:26][SiH2:27][C:28]([CH3:31])([CH3:30])[CH3:29])[CH2:14][N:15](CC3C=CC=CC=3)[C:16]=2[CH:17]=1)([CH3:4])([CH3:3])[CH3:2].C([O-])=O.[NH4+]. Product: [C:1]([O:5][C:6](=[O:34])[NH:7][C:8]1[CH:9]=[N:10][C:11]2[CH2:12][CH:13]([C:25]([CH3:33])([CH3:32])[O:26][SiH2:27][C:28]([CH3:31])([CH3:30])[CH3:29])[CH2:14][NH:15][C:16]=2[CH:17]=1)([CH3:4])([CH3:3])[CH3:2]. The catalyst class is: 19. (3) Reactant: [F:1][C:2]([F:27])([F:26])[S:3]([N:6]1[CH2:11][CH2:10][CH:9]([CH2:12][N:13]2[C:21]3[N:16]4[C:17](=[N:22][C:23]([CH3:24])=[C:15]4[C:14]2=[O:25])[CH:18]=[CH:19][CH:20]=3)[CH2:8][CH2:7]1)(=[O:5])=[O:4].[ClH:28]. Product: [ClH:28].[F:27][C:2]([F:1])([F:26])[S:3]([N:6]1[CH2:11][CH2:10][CH:9]([CH2:12][N:13]2[C:21]3[N:16]4[C:17](=[N:22][C:23]([CH3:24])=[C:15]4[C:14]2=[O:25])[CH:18]=[CH:19][CH:20]=3)[CH2:8][CH2:7]1)(=[O:4])=[O:5]. The catalyst class is: 5.